From a dataset of Peptide-MHC class I binding affinity with 185,985 pairs from IEDB/IMGT. Regression. Given a peptide amino acid sequence and an MHC pseudo amino acid sequence, predict their binding affinity value. This is MHC class I binding data. (1) The peptide sequence is RQFPTAFTF. The MHC is Mamu-B52 with pseudo-sequence Mamu-B52. The binding affinity (normalized) is 0.699. (2) The peptide sequence is DTVLEEMNL. The MHC is HLA-A11:01 with pseudo-sequence HLA-A11:01. The binding affinity (normalized) is 0. (3) The peptide sequence is ELNKGWFGA. The MHC is HLA-B15:01 with pseudo-sequence HLA-B15:01. The binding affinity (normalized) is 0.0847.